From a dataset of Forward reaction prediction with 1.9M reactions from USPTO patents (1976-2016). Predict the product of the given reaction. (1) Given the reactants Cl[C:2]1[N:10]=[C:9]2[C:5]([N:6]=[CH:7][N:8]2[CH3:11])=[C:4]([N:12]2[CH2:17][CH2:16][O:15][CH2:14][CH2:13]2)[N:3]=1.CC1(C)C(C)(C)OB([C:26]2[CH:27]=[CH:28][C:29]([NH2:32])=[N:30][CH:31]=2)O1, predict the reaction product. The product is: [CH3:11][N:8]1[CH:7]=[N:6][C:5]2[C:9]1=[N:10][C:2]([C:26]1[CH:27]=[CH:28][C:29]([NH2:32])=[N:30][CH:31]=1)=[N:3][C:4]=2[N:12]1[CH2:17][CH2:16][O:15][CH2:14][CH2:13]1. (2) Given the reactants C(OC([NH:8][CH2:9][C@@H:10]([N:12]1[C:16]2=[N:17][C:18]([C:21]([O:23][CH2:24][CH3:25])=[O:22])=[CH:19][CH:20]=[C:15]2[CH:14]=[C:13]1[C:26]([O:28][CH2:29][CH3:30])=[O:27])[CH3:11])=O)(C)(C)C.C(O)(C(F)(F)F)=O, predict the reaction product. The product is: [NH2:8][CH2:9][C@@H:10]([N:12]1[C:16]2=[N:17][C:18]([C:21]([O:23][CH2:24][CH3:25])=[O:22])=[CH:19][CH:20]=[C:15]2[CH:14]=[C:13]1[C:26]([O:28][CH2:29][CH3:30])=[O:27])[CH3:11]. (3) Given the reactants [CH3:1][N:2]1[C:10]2[C:5](=[CH:6][CH:7]=[CH:8][CH:9]=2)[C:4]2[C:11]3[C:16]([CH2:17][C:3]1=2)=[CH:15][CH:14]=[CH:13][CH:12]=3.[Li][CH2:19][CH2:20][CH2:21][CH3:22].[Si](C)([CH3:26])(Cl)Cl.O, predict the reaction product. The product is: [C:1]1([N:2]2[C:10]3[C:5](=[CH:6][CH:7]=[CH:8][CH:9]=3)[C:4]3[C:11]4[C:16]([CH2:17][C:3]2=3)=[CH:15][CH:14]=[CH:13][CH:12]=4)[CH:26]=[CH:19][CH:20]=[CH:21][CH:22]=1. (4) The product is: [C:13]([NH:12][C:7]1[C:6]([CH:17]=[O:18])=[CH:5][C:4]2[C:9](=[CH:10][CH:11]=[C:2]([B:24]3[O:28][C:27]([CH3:30])([CH3:29])[C:26]([CH3:32])([CH3:31])[O:25]3)[CH:3]=2)[N:8]=1)([CH3:16])([CH3:15])[CH3:14]. Given the reactants Br[C:2]1[CH:3]=[C:4]2[C:9](=[CH:10][CH:11]=1)[N:8]=[C:7]([NH:12][C:13]([CH3:16])([CH3:15])[CH3:14])[C:6]([CH:17]=[O:18])=[CH:5]2.C([O-])(=O)C.[K+].[B:24]1([B:24]2[O:28][C:27]([CH3:30])([CH3:29])[C:26]([CH3:32])([CH3:31])[O:25]2)[O:28][C:27]([CH3:30])([CH3:29])[C:26]([CH3:32])([CH3:31])[O:25]1, predict the reaction product.